The task is: Predict the reactants needed to synthesize the given product.. This data is from Full USPTO retrosynthesis dataset with 1.9M reactions from patents (1976-2016). Given the product [Cl:1][C:2]1[CH:7]=[C:6]([Cl:8])[N:5]=[CH:4][C:3]=1[CH2:9][OH:10], predict the reactants needed to synthesize it. The reactants are: [Cl:1][C:2]1[CH:7]=[C:6]([Cl:8])[N:5]=[CH:4][C:3]=1[C:9](O)=[O:10].B.C1COCC1.